Dataset: TCR-epitope binding with 47,182 pairs between 192 epitopes and 23,139 TCRs. Task: Binary Classification. Given a T-cell receptor sequence (or CDR3 region) and an epitope sequence, predict whether binding occurs between them. The epitope is FQPTNGVGY. The TCR CDR3 sequence is CASSPRDRVGTEAFF. Result: 1 (the TCR binds to the epitope).